Dataset: Reaction yield outcomes from USPTO patents with 853,638 reactions. Task: Predict the reaction yield, written as a fraction of the theoretical maximum amount of product (1.0 means a 100% yield; for example, 0.34 means a 34% yield). (1) The reactants are [CH:1]([N:4]1[C:8]([C:9](OC)=[O:10])=[CH:7][C:6]([O:13][CH2:14][C:15]2[CH:24]=[CH:23][C:22]3[C:17](=[CH:18][CH:19]=[CH:20][CH:21]=3)[N:16]=2)=[N:5]1)([CH3:3])[CH3:2].[H-].C([Al+]CC(C)C)C(C)C.C(O)C.[Cl-].[NH4+]. The catalyst is O1CCCC1.C1(C)C=CC=CC=1. The product is [CH:1]([N:4]1[C:8]([CH2:9][OH:10])=[CH:7][C:6]([O:13][CH2:14][C:15]2[CH:24]=[CH:23][C:22]3[C:17](=[CH:18][CH:19]=[CH:20][CH:21]=3)[N:16]=2)=[N:5]1)([CH3:3])[CH3:2]. The yield is 0.900. (2) The reactants are I[C:2]1[C:10]2[NH:9][C:8]3[CH2:11][CH2:12][NH:13][CH2:14][C:7]=3[C:6]=2[CH:5]=[CH:4][CH:3]=1.C([O-])([O-])=O.[K+].[K+].[CH3:21][C:22]([O:25][C:26]([O:28]C(OC(C)(C)C)=O)=O)([CH3:24])[CH3:23].[CH3:36][N:37](C)C(=O)C. The product is [C:22]([O:25][C:26]([N:13]1[CH2:12][CH2:11][C:8]2[NH:9][C:10]3[C:2]([C:36]#[N:37])=[CH:3][CH:4]=[CH:5][C:6]=3[C:7]=2[CH2:14]1)=[O:28])([CH3:24])([CH3:23])[CH3:21]. The catalyst is C(Cl)Cl.O.C1C=CC(/C=C/C(/C=C/C2C=CC=CC=2)=O)=CC=1.C1C=CC(/C=C/C(/C=C/C2C=CC=CC=2)=O)=CC=1.C1C=CC(/C=C/C(/C=C/C2C=CC=CC=2)=O)=CC=1.[Pd].[Pd].[Zn].[C-]#N.[C-]#N.[Zn+2]. The yield is 0.910. (3) The product is [NH2:1][C:4]1[CH:5]=[CH:6][C:7]([CH2:10][CH2:11][CH2:12][C:13]#[N:14])=[CH:8][CH:9]=1. The catalyst is O.CO.[Fe]. The reactants are [N+:1]([C:4]1[CH:9]=[CH:8][C:7]([CH2:10][CH2:11][CH2:12][C:13]#[N:14])=[CH:6][CH:5]=1)([O-])=O.[NH4+].[Cl-]. The yield is 0.830. (4) The reactants are [NH2:1][C:2]1[CH:7]=[CH:6][C:5]([CH2:8][CH2:9][NH:10][C:11](=[O:17])[O:12][C:13]([CH3:16])([CH3:15])[CH3:14])=[CH:4][CH:3]=1.CN(C)/[CH:20]=[N:21]/[N:22]=[CH:23]/N(C)C.CC1C=CC(S(O)(=O)=O)=CC=1.O. The catalyst is C1(C)C=CC=CC=1. The product is [N:21]1[N:22]=[CH:23][N:1]([C:2]2[CH:3]=[CH:4][C:5]([CH2:8][CH2:9][NH:10][C:11](=[O:17])[O:12][C:13]([CH3:14])([CH3:16])[CH3:15])=[CH:6][CH:7]=2)[CH:20]=1. The yield is 1.00. (5) The catalyst is C1COCC1. The product is [OH:12][CH2:11][CH:8]1[CH2:7][CH2:6][CH:5]([C:3]([O:2][CH3:1])=[O:4])[CH2:10][CH2:9]1. The yield is 0.950. The reactants are [CH3:1][O:2][C:3]([CH:5]1[CH2:10][CH2:9][CH:8]([C:11](O)=[O:12])[CH2:7][CH2:6]1)=[O:4].